Dataset: Catalyst prediction with 721,799 reactions and 888 catalyst types from USPTO. Task: Predict which catalyst facilitates the given reaction. (1) Reactant: ClC(N(C)C)=C(C)C.[F:9][CH:10]([F:27])[CH2:11][O:12][C:13]1[N:21]=[C:20]([NH:22][CH3:23])[C:19]([N+:24]([O-:26])=[O:25])=[CH:18][C:14]=1[C:15]([OH:17])=O.N1C=CC=CC=1.[Br:34][C:35]1[CH:41]=[CH:40][C:38]([NH2:39])=[CH:37][CH:36]=1. Product: [Br:34][C:35]1[CH:41]=[CH:40][C:38]([NH:39][C:15](=[O:17])[C:14]2[CH:18]=[C:19]([N+:24]([O-:26])=[O:25])[C:20]([NH:22][CH3:23])=[N:21][C:13]=2[O:12][CH2:11][CH:10]([F:9])[F:27])=[CH:37][CH:36]=1. The catalyst class is: 168. (2) Reactant: [N:1]([C@H:4]([C@@H:7]1[O:11]C(=O)[N:9]([C:13]([O:15][C:16]([CH3:19])([CH3:18])[CH3:17])=[O:14])[CH2:8]1)[CH2:5][CH3:6])=[N+:2]=[N-:3].C(=O)([O-])[O-].[Cs+].[Cs+]. Product: [N:1]([C@H:4]([C@@H:7]([CH2:8][NH:9][C:13]([O:15][C:16]([CH3:17])([CH3:19])[CH3:18])=[O:14])[OH:11])[CH2:5][CH3:6])=[N+:2]=[N-:3]. The catalyst class is: 5.